Dataset: Forward reaction prediction with 1.9M reactions from USPTO patents (1976-2016). Task: Predict the product of the given reaction. (1) Given the reactants [H-].[Na+].[C:3]([N:7]1[C:11]2=[N:12][CH:13]=[C:14]([S:16][C:17]3[CH:22]=[C:21]([F:23])[CH:20]=[C:19]([F:24])[CH:18]=3)[CH:15]=[C:10]2[C:9]([NH2:25])=[N:8]1)([CH3:6])([CH3:5])[CH3:4].[N:26]([C:29]1[CH:34]=[CH:33][C:32]([N:35]2[CH2:40][CH2:39][N:38]([CH3:41])[CH2:37][CH2:36]2)=[CH:31][CH:30]=1)=[C:27]=[O:28].O, predict the reaction product. The product is: [C:3]([N:7]1[C:11]2=[N:12][CH:13]=[C:14]([S:16][C:17]3[CH:22]=[C:21]([F:23])[CH:20]=[C:19]([F:24])[CH:18]=3)[CH:15]=[C:10]2[C:9]([NH:25][C:27]([NH:26][C:29]2[CH:30]=[CH:31][C:32]([N:35]3[CH2:36][CH2:37][N:38]([CH3:41])[CH2:39][CH2:40]3)=[CH:33][CH:34]=2)=[O:28])=[N:8]1)([CH3:6])([CH3:4])[CH3:5]. (2) Given the reactants CC[C@@H]1[C@@H]2C[C@H]([C@@H](OC3C4C(=CC=CC=4)C(O[C@@H](C4C=CN=C5C=4C=C(OC)C=C5)[C@@H]4N5C[C@H](CC)[C@@H](CC5)C4)=NN=3)C3C=CN=C4C=3C=C([O:22]C)C=C4)N(CC2)C1.C([N:62]1[C:66]2[CH:67]=[CH:68][CH:69]=[CH:70][C:65]=2[N:64]=[C:63]1[C:71]1[CH:76]=[CH:75][CH:74]=[CH:73][C:72]=1[N+:77]([O-:79])=[O:78])C=C.[O-]S([O-])=O.[Na+].[Na+].[CH3:86][C:87]([OH:90])(C)[CH3:88], predict the reaction product. The product is: [N+:77]([C:72]1[CH:73]=[CH:74][CH:75]=[CH:76][C:71]=1[C:63]1[N:64]([CH2:86][CH:87]([OH:90])[CH2:88][OH:22])[C:65]2[CH:70]=[CH:69][CH:68]=[CH:67][C:66]=2[N:62]=1)([O-:79])=[O:78].